This data is from Catalyst prediction with 721,799 reactions and 888 catalyst types from USPTO. The task is: Predict which catalyst facilitates the given reaction. (1) Reactant: C1CC[N:9]2[C:4](=[N:5][CH2:6][CH2:7][CH2:8]2)CC1.[NH:12]1[CH2:17][CH2:16][CH:15]([CH2:18][C:19]2[N:23]=[C:22]([C:24]3[O:32][C:31]4[CH:30]=[CH:29][N:28]=[CH:27][C:26]=4[CH:25]=3)[O:21][N:20]=2)[CH2:14][CH2:13]1.BrC1N=CC=CN=1. Product: [N:9]1[CH:8]=[CH:7][CH:6]=[N:5][C:4]=1[N:12]1[CH2:17][CH2:16][CH:15]([CH2:18][C:19]2[N:23]=[C:22]([C:24]3[O:32][C:31]4[CH:30]=[CH:29][N:28]=[CH:27][C:26]=4[CH:25]=3)[O:21][N:20]=2)[CH2:14][CH2:13]1. The catalyst class is: 12. (2) Reactant: [CH2:1]([O:3][C:4](=[O:16])[C:5]([NH:7][CH2:8][C:9]([O:11][CH2:12][CH2:13][CH2:14][CH3:15])=[O:10])=O)[CH3:2].O=P12OP3(OP(OP(O3)(O1)=O)(=O)O2)=O.O. Product: [CH2:12]([O:11][C:9]1[O:10][C:5]([C:4]([O:3][CH2:1][CH3:2])=[O:16])=[N:7][CH:8]=1)[CH2:13][CH2:14][CH3:15]. The catalyst class is: 10. (3) Reactant: [F:1][C:2]1[CH:26]=[C:25]([O:27]C)[C:5]2[N:6]=[C:7]([N:18]3[CH2:23][CH2:22][N:21]([CH3:24])[CH2:20][CH2:19]3)[C:8]3[C:13]4[CH:14]=[CH:15][CH:16]=[CH:17][C:12]=4[S:11][C:9]=3[NH:10][C:4]=2[CH:3]=1.C(S)(S)C.[Cl-].[Al+3].[Cl-].[Cl-]. Product: [F:1][C:2]1[CH:26]=[C:25]([OH:27])[C:5]2[N:6]=[C:7]([N:18]3[CH2:19][CH2:20][N:21]([CH3:24])[CH2:22][CH2:23]3)[C:8]3[C:13]4[CH:14]=[CH:15][CH:16]=[CH:17][C:12]=4[S:11][C:9]=3[NH:10][C:4]=2[CH:3]=1. The catalyst class is: 4. (4) Reactant: [CH3:1][O:2][C@@H:3]1[CH2:8][N:7]([C:9]([O:11][CH3:12])=[O:10])[C@H:6]([C:13]([N:15]2[CH2:20][CH2:19][N:18]([C:21]3[CH:26]=[CH:25][CH:24]=[CH:23][CH:22]=3)[CH2:17][CH2:16]2)=[O:14])[C@@H:5]([C:27](OC)=[O:28])[CH2:4]1.[OH:31][NH2:32].Cl.NO.C[O-].[Na+].Cl. Product: [OH:31][NH:32][C:27]([C@H:5]1[CH2:4][C@H:3]([O:2][CH3:1])[CH2:8][N:7]([C:9]([O:11][CH3:12])=[O:10])[C@@H:6]1[C:13]([N:15]1[CH2:16][CH2:17][N:18]([C:21]2[CH:26]=[CH:25][CH:24]=[CH:23][CH:22]=2)[CH2:19][CH2:20]1)=[O:14])=[O:28]. The catalyst class is: 5. (5) Reactant: [C:1]([C:3]1[CH:8]=[CH:7][C:6]([C:9]2[N:13]3[CH:14]=[C:15]([C:18]4[CH:26]=[CH:25][C:21](C(O)=O)=[CH:20][CH:19]=4)[CH:16]=[CH:17][C:12]3=[N:11][CH:10]=2)=[CH:5][CH:4]=1)#[N:2].CN(C(ON1N=[N:42][C:37]2C=[CH:39][CH:40]=[N:41][C:36]1=2)=[N+](C)C)C.F[P-](F)(F)(F)(F)F.CN1CC[O:55][CH2:54]C1.N1CCC([C:64]([O:66][C:67]([CH3:70])([CH3:69])[CH3:68])=[O:65])CC1. Product: [C:1]([C:3]1[CH:8]=[CH:7][C:6]([C:9]2[N:13]3[CH:14]=[C:15]([C:18]4[CH:19]=[CH:20][C:21]([C:54]([N:41]5[CH2:36][CH2:37][N:42]([C:64]([O:66][C:67]([CH3:70])([CH3:69])[CH3:68])=[O:65])[CH2:39][CH2:40]5)=[O:55])=[CH:25][CH:26]=4)[CH:16]=[CH:17][C:12]3=[N:11][CH:10]=2)=[CH:5][CH:4]=1)#[N:2]. The catalyst class is: 18. (6) Reactant: [F:1][C:2]1[CH:7]=[CH:6][C:5]([CH2:8][C:9](=O)[CH3:10])=[C:4]([N+:12]([O-])=O)[CH:3]=1.[Sn](Cl)Cl.[C]=O. Product: [F:1][C:2]1[CH:3]=[C:4]2[C:5]([CH:8]=[C:9]([CH3:10])[NH:12]2)=[CH:6][CH:7]=1. The catalyst class is: 658. (7) Reactant: Cl[C:2]1[CH:3]=[C:4]([CH:7]=[CH:8][N:9]=1)[C:5]#[N:6].[C:10]([O:14][C:15]([N:17]1[CH2:22][CH2:21][CH:20]([NH2:23])[CH2:19][CH2:18]1)=[O:16])([CH3:13])([CH3:12])[CH3:11]. Product: [C:10]([O:14][C:15]([N:17]1[CH2:22][CH2:21][CH:20]([NH:23][C:2]2[CH:3]=[C:4]([C:5]#[N:6])[CH:7]=[CH:8][N:9]=2)[CH2:19][CH2:18]1)=[O:16])([CH3:13])([CH3:11])[CH3:12]. The catalyst class is: 44. (8) Reactant: [Cl:1][C:2]1[C:10]([C:11]#[N:12])=[CH:9][C:5]([C:6](O)=[O:7])=[C:4]([CH3:13])[N:3]=1.C(Cl)(=O)C([Cl:17])=O. Product: [Cl:1][C:2]1[C:10]([C:11]#[N:12])=[CH:9][C:5]([C:6]([Cl:17])=[O:7])=[C:4]([CH3:13])[N:3]=1. The catalyst class is: 2. (9) Reactant: [C:1]([NH:5][NH:6][C:7](=[O:21])[C:8]1[CH:13]=[CH:12][CH:11]=[C:10]([O:14][CH3:15])[C:9]=1[CH2:16][O:17][CH2:18][CH:19]=[CH2:20])([CH3:4])([CH3:3])[CH3:2].[CH3:22][C:23]1[CH:24]=[C:25]([CH:29]=[C:30]([CH3:32])[CH:31]=1)[C:26](Cl)=[O:27].[C:33]([O-])([O-])=O.[K+].[K+]. Product: [CH2:18]([O:17][CH2:16][CH:9]1[C:10]([CH3:33])([O:14][CH3:15])[CH:11]=[CH:12][CH:13]=[C:8]1[C:7]([NH:6][N:5]([C:1]([CH3:4])([CH3:3])[CH3:2])[C:26](=[O:27])[C:25]1[CH:24]=[C:23]([CH3:22])[CH:31]=[C:30]([CH3:32])[CH:29]=1)=[O:21])[CH:19]=[CH2:20]. The catalyst class is: 34. (10) Reactant: [CH3:1][O:2][C:3]1[C:8]([C:9]2[C:22]3[C:17](=[CH:18][C:19]([O:25][CH2:26][CH3:27])=[C:20]([O:23][CH3:24])[CH:21]=3)[C@@H:16]3[C@@H:11]([CH2:12][CH2:13][C@@H:14]([OH:28])[CH2:15]3)[N:10]=2)=[CH:7][CH:6]=[C:5]([O:29][CH3:30])[N:4]=1.[ClH:31]. Product: [ClH:31].[CH3:1][O:2][C:3]1[C:8]([C:9]2[C:22]3[C:17](=[CH:18][C:19]([O:25][CH2:26][CH3:27])=[C:20]([O:23][CH3:24])[CH:21]=3)[C@@H:16]3[C@@H:11]([CH2:12][CH2:13][C@@H:14]([OH:28])[CH2:15]3)[N:10]=2)=[CH:7][CH:6]=[C:5]([O:29][CH3:30])[N:4]=1. The catalyst class is: 41.